Dataset: Forward reaction prediction with 1.9M reactions from USPTO patents (1976-2016). Task: Predict the product of the given reaction. (1) The product is: [C:11]([O:10][CH:6]([CH2:7][CH2:8][CH3:9])[CH2:5][C:4]([O:3][CH2:1][CH3:2])=[O:19])(=[O:18])[C:12]1[CH:17]=[CH:16][CH:15]=[CH:14][CH:13]=1. Given the reactants [CH2:1]([O:3][C:4](=[O:19])[CH2:5][CH:6]([O:10][C:11](=[O:18])[C:12]1[CH:17]=[CH:16][CH:15]=[CH:14][CH:13]=1)[CH2:7][CH2:8][CH3:9])[CH3:2].[C:11]([O:10][CH:6]([CH2:7][CH2:8][CH3:9])[CH2:5][C:4]([O:3][CH2:1][CH3:2])=[O:19])(=[O:18])[C:12]1[CH:17]=[CH:16][CH:15]=[CH:14][CH:13]=1.OC(CCC)CC(OCC)=O.OC(C)CC(OCC)=O, predict the reaction product. (2) The product is: [NH2:11][C:9]1[N:10]=[C:6]2[CH:5]=[CH:4][CH:3]=[C:2]([C:20]([CH:22]3[CH2:27][CH2:26][O:25][CH2:24][CH2:23]3)=[O:21])[N:7]2[N:8]=1. Given the reactants Br[C:2]1[N:7]2[N:8]=[C:9]([NH2:11])[N:10]=[C:6]2[CH:5]=[CH:4][CH:3]=1.C([Li])CCC.CON(C)[C:20]([CH:22]1[CH2:27][CH2:26][O:25][CH2:24][CH2:23]1)=[O:21], predict the reaction product. (3) The product is: [O:49]=[C:24]1[CH2:25][CH2:63][C:61](=[O:62])[N:23]1[O:55][C:53](=[O:54])[CH2:52][CH2:11][C@H:10]([NH:23][C:24](=[O:49])[CH2:25][CH2:26][CH2:27][CH2:28][CH2:29][CH2:30][CH2:31][CH2:32][CH2:33][CH2:34][CH2:35][CH2:36][CH2:37][CH2:38][C:39]([OH:41])=[O:40])[C:9]([OH:50])=[O:8]. Given the reactants O=C1CCC(=O)N1[O:8][C:9](=[O:50])[C@@H:10]([NH:23][C:24](=[O:49])[CH2:25][CH2:26][CH2:27][CH2:28][CH2:29][CH2:30][CH2:31][CH2:32][CH2:33][CH2:34][CH2:35][CH2:36][CH2:37][CH2:38][C:39]([O:41]CC1C=CC=CC=1)=[O:40])[CH2:11]CC(OCC1C=CC=CC=1)=O.F[C:52](F)(F)[C:53]([OH:55])=[O:54].[H][H].C[C:61]([CH3:63])=[O:62], predict the reaction product. (4) The product is: [CH3:1][S:2]([C:5]1[N:6]=[CH:7][C:8]([NH2:11])=[CH:9][CH:10]=1)(=[O:4])=[O:3]. Given the reactants [CH3:1][S:2]([C:5]1[CH:10]=[CH:9][C:8]([N+:11]([O-])=O)=[CH:7][N:6]=1)(=[O:4])=[O:3].[Cl-].[NH4+], predict the reaction product. (5) Given the reactants [C:1](=[O:22])([O:20][CH3:21])[O:2][C:3]1[CH:8]=[C:7]([N+:9]([O-])=O)[C:6]([F:12])=[CH:5][C:4]=1[C:13]1([CH3:19])[CH2:18][CH2:17][CH2:16][CH2:15][CH2:14]1.C([O-])=O.[NH4+].C(OCC)(=O)C, predict the reaction product. The product is: [C:1](=[O:22])([O:20][CH3:21])[O:2][C:3]1[CH:8]=[C:7]([NH2:9])[C:6]([F:12])=[CH:5][C:4]=1[C:13]1([CH3:19])[CH2:18][CH2:17][CH2:16][CH2:15][CH2:14]1.